The task is: Regression. Given two drug SMILES strings and cell line genomic features, predict the synergy score measuring deviation from expected non-interaction effect.. This data is from NCI-60 drug combinations with 297,098 pairs across 59 cell lines. (1) Drug 1: CC1OCC2C(O1)C(C(C(O2)OC3C4COC(=O)C4C(C5=CC6=C(C=C35)OCO6)C7=CC(=C(C(=C7)OC)O)OC)O)O. Drug 2: CCC1=C2N=C(C=C(N2N=C1)NCC3=C[N+](=CC=C3)[O-])N4CCCCC4CCO. Cell line: HT29. Synergy scores: CSS=56.6, Synergy_ZIP=1.37, Synergy_Bliss=1.78, Synergy_Loewe=-0.966, Synergy_HSA=2.77. (2) Drug 1: CC(C1=C(C=CC(=C1Cl)F)Cl)OC2=C(N=CC(=C2)C3=CN(N=C3)C4CCNCC4)N. Drug 2: CCN(CC)CCNC(=O)C1=C(NC(=C1C)C=C2C3=C(C=CC(=C3)F)NC2=O)C. Cell line: OVCAR3. Synergy scores: CSS=-6.02, Synergy_ZIP=3.63, Synergy_Bliss=0.838, Synergy_Loewe=-3.61, Synergy_HSA=-4.57. (3) Drug 1: C1CCC(C1)C(CC#N)N2C=C(C=N2)C3=C4C=CNC4=NC=N3. Drug 2: CCC1(CC2CC(C3=C(CCN(C2)C1)C4=CC=CC=C4N3)(C5=C(C=C6C(=C5)C78CCN9C7C(C=CC9)(C(C(C8N6C=O)(C(=O)OC)O)OC(=O)C)CC)OC)C(=O)OC)O.OS(=O)(=O)O. Cell line: SK-MEL-2. Synergy scores: CSS=15.0, Synergy_ZIP=2.55, Synergy_Bliss=1.35, Synergy_Loewe=-53.9, Synergy_HSA=-3.01. (4) Drug 1: C1=CC(=CC=C1CC(C(=O)O)N)N(CCCl)CCCl.Cl. Drug 2: CN1C(=O)N2C=NC(=C2N=N1)C(=O)N. Cell line: OVCAR-8. Synergy scores: CSS=12.7, Synergy_ZIP=-3.54, Synergy_Bliss=0.439, Synergy_Loewe=-12.4, Synergy_HSA=-2.88. (5) Drug 1: CC1=C(C(CCC1)(C)C)C=CC(=CC=CC(=CC(=O)O)C)C. Drug 2: CC(C)(C#N)C1=CC(=CC(=C1)CN2C=NC=N2)C(C)(C)C#N. Cell line: CAKI-1. Synergy scores: CSS=12.8, Synergy_ZIP=-2.46, Synergy_Bliss=0.289, Synergy_Loewe=-1.33, Synergy_HSA=-0.415.